Dataset: Catalyst prediction with 721,799 reactions and 888 catalyst types from USPTO. Task: Predict which catalyst facilitates the given reaction. (1) Reactant: [CH3:1][O:2][C:3]1[C:8]2[O:9][C:10]3[CH:15]=[CH:14][CH:13]=[CH:12][C:11]=3[C:7]=2[CH:6]=[CH:5][CH:4]=1.Cl[CH:17]([O:19]C)Cl.O. Product: [CH3:1][O:2][C:3]1[C:8]2[O:9][C:10]3[CH:15]=[CH:14][CH:13]=[CH:12][C:11]=3[C:7]=2[C:6]([CH:17]=[O:19])=[CH:5][CH:4]=1. The catalyst class is: 388. (2) Reactant: Br[CH2:2][CH2:3][CH2:4][S:5][C:6]1[CH:11]=[CH:10][C:9]([F:12])=[CH:8][CH:7]=1.[CH2:13]([C:15]1[N:19]([CH:20]2[CH2:25][CH2:24][NH:23][CH2:22][CH2:21]2)[C:18]2[CH:26]=[CH:27][CH:28]=[CH:29][C:17]=2[N:16]=1)[CH3:14].C([O-])([O-])=O.[K+].[K+].O. Product: [CH2:13]([C:15]1[N:19]([CH:20]2[CH2:21][CH2:22][N:23]([CH2:2][CH2:3][CH2:4][S:5][C:6]3[CH:11]=[CH:10][C:9]([F:12])=[CH:8][CH:7]=3)[CH2:24][CH2:25]2)[C:18]2[CH:26]=[CH:27][CH:28]=[CH:29][C:17]=2[N:16]=1)[CH3:14]. The catalyst class is: 3.